This data is from NCI-60 drug combinations with 297,098 pairs across 59 cell lines. The task is: Regression. Given two drug SMILES strings and cell line genomic features, predict the synergy score measuring deviation from expected non-interaction effect. Drug 1: C1CN1P(=S)(N2CC2)N3CC3. Drug 2: CC1CCCC2(C(O2)CC(NC(=O)CC(C(C(=O)C(C1O)C)(C)C)O)C(=CC3=CSC(=N3)C)C)C. Cell line: SN12C. Synergy scores: CSS=50.6, Synergy_ZIP=-5.67, Synergy_Bliss=-6.48, Synergy_Loewe=-2.41, Synergy_HSA=0.0522.